Dataset: Peptide-MHC class I binding affinity with 185,985 pairs from IEDB/IMGT. Task: Regression. Given a peptide amino acid sequence and an MHC pseudo amino acid sequence, predict their binding affinity value. This is MHC class I binding data. The peptide sequence is AKATGRYNL. The MHC is HLA-A69:01 with pseudo-sequence HLA-A69:01. The binding affinity (normalized) is 0.0847.